Dataset: Forward reaction prediction with 1.9M reactions from USPTO patents (1976-2016). Task: Predict the product of the given reaction. Given the reactants [F:1][C:2]1[CH:7]=[C:6]([OH:8])[CH:5]=[C:4]([F:9])[C:3]=1[C:10]1[N:15]=[C:14]([C:16]([O:18][CH3:19])=[O:17])[CH:13]=[CH:12][C:11]=1[F:20].[N:21]1[CH:26]=[CH:25][C:24](B(O)O)=[CH:23][CH:22]=1.CCN(CC)CC, predict the reaction product. The product is: [F:1][C:2]1[CH:7]=[C:6]([O:8][C:24]2[CH:25]=[CH:26][N:21]=[CH:22][CH:23]=2)[CH:5]=[C:4]([F:9])[C:3]=1[C:10]1[N:15]=[C:14]([C:16]([O:18][CH3:19])=[O:17])[CH:13]=[CH:12][C:11]=1[F:20].